Dataset: Reaction yield outcomes from USPTO patents with 853,638 reactions. Task: Predict the reaction yield, written as a fraction of the theoretical maximum amount of product (1.0 means a 100% yield; for example, 0.34 means a 34% yield). The reactants are C[O:2][C:3](=[O:29])[C:4]([S:20]([C:23]1[CH:28]=[CH:27][CH:26]=[CH:25][CH:24]=1)(=[O:22])=[O:21])([CH:6]1[CH2:18][CH2:17][C:16]2[C:15]3[C:10](=[CH:11][CH:12]=[C:13]([Cl:19])[CH:14]=3)[NH:9][C:8]=2[CH2:7]1)[CH3:5].[OH-].[Na+].[NH4+].[Cl-]. The catalyst is C1COCC1.CO. The product is [C:23]1([S:20]([C:4]([CH:6]2[CH2:18][CH2:17][C:16]3[C:15]4[C:10](=[CH:11][CH:12]=[C:13]([Cl:19])[CH:14]=4)[NH:9][C:8]=3[CH2:7]2)([CH3:5])[C:3]([OH:29])=[O:2])(=[O:22])=[O:21])[CH:24]=[CH:25][CH:26]=[CH:27][CH:28]=1. The yield is 0.820.